From a dataset of Forward reaction prediction with 1.9M reactions from USPTO patents (1976-2016). Predict the product of the given reaction. Given the reactants Br[CH2:2][C:3](=O)[C:4]([F:7])([F:6])[F:5].[NH2:9][C:10]1[S:11][CH:12]=[CH:13][N:14]=1, predict the reaction product. The product is: [F:5][C:4]([F:7])([F:6])[C:3]1[N:9]=[C:10]2[N:14]([CH:2]=1)[CH:13]=[CH:12][S:11]2.